Task: Predict the product of the given reaction.. Dataset: Forward reaction prediction with 1.9M reactions from USPTO patents (1976-2016) (1) Given the reactants Br[C:2]1[CH:7]=[C:6]([F:8])[CH:5]=[C:4]([Cl:9])[CH:3]=1.[Mg].II.[C:13]([N:20]1[CH2:24][CH2:23][C:22](=[O:25])[CH2:21]1)([O:15][C:16]([CH3:19])([CH3:18])[CH3:17])=[O:14], predict the reaction product. The product is: [Cl:9][C:4]1[CH:3]=[C:2]([C:22]2([OH:25])[CH2:23][CH2:24][N:20]([C:13]([O:15][C:16]([CH3:18])([CH3:17])[CH3:19])=[O:14])[CH2:21]2)[CH:7]=[C:6]([F:8])[CH:5]=1. (2) Given the reactants [NH:1]1[C:10]2[C:5](=[CH:6][CH:7]=[CH:8][CH:9]=2)[N:4]=[CH:3][C:2]1=[O:11].[H-].[Na+].CS(O[CH2:19][CH2:20][CH2:21][C:22]1([C:35]([O:37][CH2:38][CH3:39])=[O:36])[CH2:27][CH2:26][N:25]([C:28]([O:30][C:31]([CH3:34])([CH3:33])[CH3:32])=[O:29])[CH2:24][CH2:23]1)(=O)=O.Cl, predict the reaction product. The product is: [O:11]=[C:2]1[CH:3]=[N:4][C:5]2[C:10](=[CH:9][CH:8]=[CH:7][CH:6]=2)[N:1]1[CH2:19][CH2:20][CH2:21][C:22]1([C:35]([O:37][CH2:38][CH3:39])=[O:36])[CH2:27][CH2:26][N:25]([C:28]([O:30][C:31]([CH3:32])([CH3:33])[CH3:34])=[O:29])[CH2:24][CH2:23]1. (3) Given the reactants [C:1]([O:5][C:6](=[O:43])[N:7]([CH:9]([C:11](=[O:42])[NH:12][C:13]1[CH:18]=[C:17]([C:19]2[C:20]3[N:27]([CH3:28])[N:26]=[C:25]([CH3:29])[C:21]=3[N:22]=[CH:23][N:24]=2)[CH:16]=[C:15]([C:30]#[C:31][Si](C(C)C)(C(C)C)C(C)C)[N:14]=1)[CH3:10])[CH3:8])([CH3:4])([CH3:3])[CH3:2].C1COCC1.[F-].C([N+](CCCC)(CCCC)CCCC)CCC, predict the reaction product. The product is: [C:1]([O:5][C:6](=[O:43])[N:7]([CH:9]([C:11](=[O:42])[NH:12][C:13]1[CH:18]=[C:17]([C:19]2[C:20]3[N:27]([CH3:28])[N:26]=[C:25]([CH3:29])[C:21]=3[N:22]=[CH:23][N:24]=2)[CH:16]=[C:15]([C:30]#[CH:31])[N:14]=1)[CH3:10])[CH3:8])([CH3:3])([CH3:2])[CH3:4]. (4) Given the reactants [F:1][CH2:2][CH2:3][N:4]([CH2:6][C:7]1[CH:14]=[CH:13][C:10]([CH:11]=O)=[CH:9][CH:8]=1)[CH3:5].[O:15]1[C:19]([C:20]2[CH:25]=[CH:24][C:23]([NH:26][NH2:27])=[CH:22][CH:21]=2)=[CH:18][N:17]=[CH:16]1, predict the reaction product. The product is: [O:15]1[C:19]([C:20]2[CH:21]=[CH:22][C:23]([NH:26][N:27]=[CH:11][C:10]3[CH:13]=[CH:14][C:7]([CH2:6][N:4]([CH2:3][CH2:2][F:1])[CH3:5])=[CH:8][CH:9]=3)=[CH:24][CH:25]=2)=[CH:18][N:17]=[CH:16]1. (5) Given the reactants [O:1]=[C:2]1[N:7]([C:8]2[CH:13]=[CH:12][CH:11]=[C:10]([O:14][C:15]([F:18])([F:17])[F:16])[CH:9]=2)[CH2:6][CH2:5][N:4](C(OC(C)(C)C)=O)[CH2:3]1.[ClH:26], predict the reaction product. The product is: [ClH:26].[F:18][C:15]([F:16])([F:17])[O:14][C:10]1[CH:9]=[C:8]([N:7]2[CH2:6][CH2:5][NH:4][CH2:3][C:2]2=[O:1])[CH:13]=[CH:12][CH:11]=1. (6) Given the reactants [C:1]([O:5][C:6]([N:8]1[CH:14]2[CH2:15][CH2:16][CH:9]1[CH2:10][N:11]([C:18]1[CH:19]=[N:20][C:21]([NH2:24])=[CH:22][CH:23]=1)[C:12](=[O:17])[CH2:13]2)=[O:7])([CH3:4])([CH3:3])[CH3:2].[CH3:25][N:26]([CH3:50])[C:27]([C:29]1[N:38]([C:39]2[CH:44]=[CH:43][C:42]([C:45]([C:48]#[N:49])([CH3:47])[CH3:46])=[CH:41][CH:40]=2)[C:32]2[N:33]=[C:34](Cl)[N:35]=[CH:36][C:31]=2[CH:30]=1)=[O:28], predict the reaction product. The product is: [C:48]([C:45]([C:42]1[CH:41]=[CH:40][C:39]([N:38]2[C:32]3[N:33]=[C:34]([NH:24][C:21]4[N:20]=[CH:19][C:18]([N:11]5[C:12](=[O:17])[CH2:13][CH:14]6[N:8]([C:6]([O:5][C:1]([CH3:4])([CH3:2])[CH3:3])=[O:7])[CH:9]([CH2:16][CH2:15]6)[CH2:10]5)=[CH:23][CH:22]=4)[N:35]=[CH:36][C:31]=3[CH:30]=[C:29]2[C:27](=[O:28])[N:26]([CH3:25])[CH3:50])=[CH:44][CH:43]=1)([CH3:47])[CH3:46])#[N:49]. (7) Given the reactants [CH3:1][N:2]1[CH:6]=[C:5]([N+:7]([O-:9])=[O:8])[CH:4]=[C:3]1[CH:10]=[O:11].B.O1CCCC1, predict the reaction product. The product is: [OH:11][CH2:10][C:3]1[N:2]([CH3:1])[CH:6]=[C:5]([N+:7]([O-:9])=[O:8])[CH:4]=1. (8) Given the reactants [Cl:1][C:2]1[CH:3]=[CH:4][C:5]([O:20][CH2:21][C:22]2[CH:27]=[CH:26][CH:25]=[CH:24][CH:23]=2)=[C:6]([CH2:8][C:9]2[N:14]=[C:13]([C:15]([O:17]CC)=[O:16])[CH:12]=[CH:11][CH:10]=2)[CH:7]=1, predict the reaction product. The product is: [Cl:1][C:2]1[CH:3]=[CH:4][C:5]([O:20][CH2:21][C:22]2[CH:27]=[CH:26][CH:25]=[CH:24][CH:23]=2)=[C:6]([CH2:8][C:9]2[N:14]=[C:13]([C:15]([OH:17])=[O:16])[CH:12]=[CH:11][CH:10]=2)[CH:7]=1.